From a dataset of Forward reaction prediction with 1.9M reactions from USPTO patents (1976-2016). Predict the product of the given reaction. Given the reactants C[O:2][C:3]1[CH:20]=[CH:19][C:6]2[N:7]=[C:8]([C:10]3[CH:11]=[CH:12][C:13]([N:16]([CH3:18])[CH3:17])=[N:14][CH:15]=3)[O:9][C:5]=2[CH:4]=1.Br.C(=O)(O)[O-].[Na+], predict the reaction product. The product is: [CH3:17][N:16]([CH3:18])[C:13]1[N:14]=[CH:15][C:10]([C:8]2[O:9][C:5]3[CH:4]=[C:3]([OH:2])[CH:20]=[CH:19][C:6]=3[N:7]=2)=[CH:11][CH:12]=1.